This data is from Catalyst prediction with 721,799 reactions and 888 catalyst types from USPTO. The task is: Predict which catalyst facilitates the given reaction. (1) Reactant: [NH2:1][CH2:2][CH2:3][CH2:4][CH2:5][OH:6].[OH-].[Na+].Cl[C:10]([O:12][CH2:13][C:14]1[CH:19]=[CH:18][CH:17]=[CH:16][CH:15]=1)=[O:11].Cl. Product: [CH2:13]([O:12][C:10]([NH:1][CH2:2][CH2:3][CH2:4][CH2:5][OH:6])=[O:11])[C:14]1[CH:19]=[CH:18][CH:17]=[CH:16][CH:15]=1. The catalyst class is: 6. (2) Product: [C:1]([O:5][C:6]([N:8]1[CH2:13][CH2:12][N:11]2[N:14]=[C:15]([C:17]([F:18])([F:19])[F:20])[N:16]=[C:10]2[CH:9]1[CH3:21])=[O:7])([CH3:4])([CH3:2])[CH3:3]. Reactant: [C:1]([O:5][C:6]([N:8]1[CH2:13][CH2:12][N:11]2[N:14]=[C:15]([C:17]([F:20])([F:19])[F:18])[N:16]=[C:10]2[CH2:9]1)=[O:7])([CH3:4])([CH3:3])[CH3:2].[CH3:21]N(CCN(C)C)C.C([Li])CCC.IC. The catalyst class is: 11. (3) Reactant: [C:1]([N:8]1[CH2:13][CH2:12][CH2:11][C:10](=[O:14])[CH2:9]1)([O:3][C:4]([CH3:7])([CH3:6])[CH3:5])=[O:2].C1COCC1.[C-:20]#[N:21].[K+].OS([O-])=O.[Na+]. Product: [C:20]([C:10]1([OH:14])[CH2:11][CH2:12][CH2:13][N:8]([C:1]([O:3][C:4]([CH3:7])([CH3:6])[CH3:5])=[O:2])[CH2:9]1)#[N:21]. The catalyst class is: 34. (4) Reactant: [O:1]([C:8]1[CH:13]=[CH:12][C:11]([NH:14][C:15]2[N:20]=[CH:19][N:18]=[C:17]([NH:21][CH:22]3[CH2:27][CH2:26][CH2:25][N:24](C(OC(C)(C)C)=O)[CH2:23]3)[CH:16]=2)=[CH:10][CH:9]=1)[C:2]1[CH:7]=[CH:6][CH:5]=[CH:4][CH:3]=1.C(O)(C(F)(F)F)=O. Product: [O:1]([C:8]1[CH:9]=[CH:10][C:11]([NH:14][C:15]2[CH:16]=[C:17]([NH:21][CH:22]3[CH2:27][CH2:26][CH2:25][NH:24][CH2:23]3)[N:18]=[CH:19][N:20]=2)=[CH:12][CH:13]=1)[C:2]1[CH:7]=[CH:6][CH:5]=[CH:4][CH:3]=1. The catalyst class is: 2. (5) Reactant: [OH:1]/[N:2]=[C:3](/[C:6]1[C:27]([CH3:28])=[CH:26][C:9]([O:10][CH2:11][C:12]2[CH:17]=[CH:16][CH:15]=[CH:14][C:13]=2/[C:18](=[CH:23]\[O:24][CH3:25])/[C:19]([O:21][CH3:22])=[O:20])=[C:8]([CH3:29])[CH:7]=1)\[CH2:4][CH3:5].C(=O)([O-])[O-].[Cs+].[Cs+].[CH2:36](Br)[CH2:37][CH3:38]. Product: [CH3:29][C:8]1[CH:7]=[C:6](/[C:3](=[N:2]/[O:1][CH2:36][CH2:37][CH3:38])/[CH2:4][CH3:5])[C:27]([CH3:28])=[CH:26][C:9]=1[O:10][CH2:11][C:12]1[CH:17]=[CH:16][CH:15]=[CH:14][C:13]=1/[C:18](=[CH:23]\[O:24][CH3:25])/[C:19]([O:21][CH3:22])=[O:20]. The catalyst class is: 47.